From a dataset of Forward reaction prediction with 1.9M reactions from USPTO patents (1976-2016). Predict the product of the given reaction. Given the reactants Br[C:2]1[CH:7]=[CH:6][C:5]([S:8]([NH:11][C:12]2[CH:17]=[C:16]([N:18]3[CH2:23][C@H:22]([CH3:24])[NH:21][C@H:20]([CH3:25])[CH2:19]3)[CH:15]=[CH:14][C:13]=2[O:26][CH3:27])(=[O:10])=[O:9])=[C:4]([F:28])[CH:3]=1.[CH3:29][C:30]1[O:34][C:33](B(O)O)=[CH:32][CH:31]=1.CC(C)([O-])C.[K+], predict the reaction product. The product is: [CH3:25][C@H:20]1[NH:21][C@@H:22]([CH3:24])[CH2:23][N:18]([C:16]2[CH:15]=[CH:14][C:13]([O:26][CH3:27])=[C:12]([NH:11][S:8]([C:5]3[CH:6]=[CH:7][C:2]([C:33]4[O:34][C:30]([CH3:29])=[CH:31][CH:32]=4)=[CH:3][C:4]=3[F:28])(=[O:10])=[O:9])[CH:17]=2)[CH2:19]1.